Dataset: Catalyst prediction with 721,799 reactions and 888 catalyst types from USPTO. Task: Predict which catalyst facilitates the given reaction. (1) Reactant: [I:1][C:2]1[N:3](C(C2C=CC=CC=2)(C2C=CC=CC=2)C2C=CC=CC=2)[CH:4]=[C:5]([C:7]2[S:8][C:9]([CH3:12])=[CH:10][CH:11]=2)[N:6]=1.CC(O)=O. Product: [I:1][C:2]1[NH:3][CH:4]=[C:5]([C:7]2[S:8][C:9]([CH3:12])=[CH:10][CH:11]=2)[N:6]=1. The catalyst class is: 442. (2) Reactant: [C:1]([C:4]1[C:36](=[O:37])[C@@:8]2([CH3:38])[C:9]3[C:15]([OH:16])=[CH:14][C:13]([O:17][CH3:18])=[C:12]([C:19]([NH:21][CH2:22][C:23]4[C:32]5[C:27](=[CH:28][CH:29]=[CH:30][CH:31]=5)[CH:26]=[C:25]([C:33]([OH:35])=O)[CH:24]=4)=[O:20])[C:10]=3[O:11][C:7]2=[CH:6][C:5]=1[OH:39])(=[O:3])[CH3:2].Cl.[CH3:41][NH:42][CH3:43].Cl.CN(C)C(C)CN=C=NCC.O.ON1C2C=CC=CC=2N=N1.C(N(CC)CC)C.[Cl-].[NH4+]. Product: [C:1]([C:4]1[C:36](=[O:37])[C@@:8]2([CH3:38])[C:9]3[C:15]([OH:16])=[CH:14][C:13]([O:17][CH3:18])=[C:12]([C:19]([NH:21][CH2:22][C:23]4[C:32]5[C:27](=[CH:28][CH:29]=[CH:30][CH:31]=5)[CH:26]=[C:25]([C:33]([N:42]([CH3:43])[CH3:41])=[O:35])[CH:24]=4)=[O:20])[C:10]=3[O:11][C:7]2=[CH:6][C:5]=1[OH:39])(=[O:3])[CH3:2]. The catalyst class is: 9.